This data is from Forward reaction prediction with 1.9M reactions from USPTO patents (1976-2016). The task is: Predict the product of the given reaction. (1) Given the reactants C1C(Cl)=C(S(N)(=O)=O)C=C2S(NCNC=12)(=O)=O.[CH3:18][CH2:19][O:20][C:21]([C@@H:23]([NH:32][C@H:33]([C:35]([N:37]1[C@H:46]([C:47]([OH:49])=[O:48])[CH2:45][C:44]2[CH:43]=[C:42]([O:50][CH3:51])[C:41]([O:52][CH3:53])=[CH:40][C:39]=2[CH2:38]1)=[O:36])[CH3:34])[CH2:24][CH2:25][C:26]1[CH:27]=[CH:28][CH:29]=[CH:30][CH:31]=1)=[O:22].Cl, predict the reaction product. The product is: [CH3:18][CH2:19][O:20][C:21]([C@@H:23]([NH:32][C@H:33]([C:35]([N:37]1[C@H:46]([C:47]([OH:49])=[O:48])[CH2:45][C:44]2[CH:43]=[C:42]([O:50][CH3:51])[C:41]([O:52][CH3:53])=[CH:40][C:39]=2[CH2:38]1)=[O:36])[CH3:34])[CH2:24][CH2:25][C:26]1[CH:31]=[CH:30][CH:29]=[CH:28][CH:27]=1)=[O:22]. (2) The product is: [C:13]([CH2:12][O:10][C:7]1[CH:8]=[CH:9][C:4]([N+:1]([O-:3])=[O:2])=[CH:5][CH:6]=1)#[N:14]. Given the reactants [N+:1]([C:4]1[CH:9]=[CH:8][C:7]([OH:10])=[CH:6][CH:5]=1)([O-:3])=[O:2].Br[CH2:12][C:13]#[N:14].C([O-])([O-])=O.[K+].[K+], predict the reaction product. (3) Given the reactants [CH:1]1[CH:2]=[CH:3][N:4]=[C:5]([C:7]2[CH:8]=[CH:9][C:10]([C:13]([NH:15][CH2:16]/[CH:17]=[CH:18]/[CH2:19][N:20]3[CH2:25][CH2:24][N:23]([C:26]4[C:31]([Cl:32])=[C:30]([Cl:33])[CH:29]=[CH:28][CH:27]=4)[CH2:22][CH2:21]3)=[O:14])=[CH:11][CH:12]=2)[CH:6]=1.ClC1C=CC=C(C(OO)=[O:42])C=1, predict the reaction product. The product is: [Cl:32][C:31]1[C:30]([Cl:33])=[CH:29][CH:28]=[CH:27][C:26]=1[N:23]1[CH2:24][CH2:25][N+:20]([O-:42])([CH2:19]/[CH:18]=[CH:17]/[CH2:16][NH:15][C:13](=[O:14])[C:10]2[CH:11]=[CH:12][C:7]([C:5]3[CH:6]=[CH:1][CH:2]=[CH:3][N:4]=3)=[CH:8][CH:9]=2)[CH2:21][CH2:22]1.